Dataset: Reaction yield outcomes from USPTO patents with 853,638 reactions. Task: Predict the reaction yield, written as a fraction of the theoretical maximum amount of product (1.0 means a 100% yield; for example, 0.34 means a 34% yield). (1) The reactants are Cl[C:2]1[CH:3]=[CH:4][C:5]([N+:10]([O-:12])=[O:11])=[C:6]([O:8][CH3:9])[CH:7]=1.[P:13]([O-:20])([O:17][CH2:18][CH3:19])[O:14][CH2:15][CH3:16].CC1(C)C2C(=C(P(C3C=CC=CC=3)C3C=CC=CC=3)C=CC=2)OC2C(P(C3C=CC=CC=3)C3C=CC=CC=3)=CC=CC1=2.P([O-])([O-])([O-])=O.[K+].[K+].[K+]. The catalyst is CN(C=O)C.C([O-])(=O)C.[Pd+2].C([O-])(=O)C. The product is [CH3:9][O:8][C:6]1[CH:7]=[C:2]([P:13](=[O:20])([O:17][CH2:18][CH3:19])[O:14][CH2:15][CH3:16])[CH:3]=[CH:4][C:5]=1[N+:10]([O-:12])=[O:11]. The yield is 0.330. (2) The reactants are Cl[CH2:2][C:3]1[C:11]([F:12])=[CH:10][C:6]2[O:7][CH2:8][O:9][C:5]=2[CH:4]=1.[C-:13]#[N:14].[Na+].O. The catalyst is CS(C)=O. The product is [F:12][C:11]1[C:3]([CH2:2][C:13]#[N:14])=[CH:4][C:5]2[O:9][CH2:8][O:7][C:6]=2[CH:10]=1. The yield is 0.700. (3) The reactants are [N:1]12[CH2:8][CH2:7][C:4]([C:9]([C:17]3[CH:22]=[CH:21][CH:20]=[CH:19][CH:18]=3)([C:11]3[CH:16]=[CH:15][CH:14]=[CH:13][CH:12]=3)[OH:10])([CH2:5][CH2:6]1)[CH2:3][CH2:2]2.[CH:23]1[C:32]2[C:27](=[CH:28][CH:29]=[CH:30][CH:31]=2)[CH:26]=[CH:25][C:24]=1[O:33][CH2:34][CH2:35][CH2:36][Br:37]. The catalyst is CC#N. The product is [Br-:37].[OH:10][C:9]([C:17]1[CH:22]=[CH:21][CH:20]=[CH:19][CH:18]=1)([C:11]1[CH:12]=[CH:13][CH:14]=[CH:15][CH:16]=1)[C:4]12[CH2:5][CH2:6][N+:1]([CH2:36][CH2:35][CH2:34][O:33][C:24]3[CH:25]=[CH:26][C:27]4[C:32](=[CH:31][CH:30]=[CH:29][CH:28]=4)[CH:23]=3)([CH2:2][CH2:3]1)[CH2:8][CH2:7]2. The yield is 0.637. (4) The reactants are Cl[C:2]1[N:7]=[C:6]([NH:8][C:9]2[CH:14]=[CH:13][C:12]([O:15][C:16]3[CH:21]=[CH:20][CH:19]=[CH:18][CH:17]=3)=[CH:11][CH:10]=2)[CH:5]=[CH:4][CH:3]=1.CCOC(C)=O.[CH2:28]([CH2:30][NH2:31])[OH:29]. No catalyst specified. The product is [O:15]([C:12]1[CH:13]=[CH:14][C:9]([NH:8][C:6]2[N:7]=[C:2]([NH:31][CH2:30][CH2:28][OH:29])[CH:3]=[CH:4][CH:5]=2)=[CH:10][CH:11]=1)[C:16]1[CH:21]=[CH:20][CH:19]=[CH:18][CH:17]=1. The yield is 0.730. (5) The reactants are C([BH3-])#N.[Na+].[C:5]([C:7]1[CH:14]=[CH:13][C:10]([CH:11]=O)=[CH:9][CH:8]=1)#[N:6].Cl.[CH3:16][C@@H:17]([NH2:22])[C:18]([F:21])([F:20])[F:19].C(O)(=O)C. The catalyst is CO. The product is [CH3:16][C@@H:17]([NH:22][CH2:11][C:10]1[CH:13]=[CH:14][C:7]([C:5]#[N:6])=[CH:8][CH:9]=1)[C:18]([F:21])([F:20])[F:19]. The yield is 0.270. (6) The product is [CH3:18][O:19][C:20]1[CH:21]=[C:22]([CH2:26][C:27]([CH:3]2[C:4](=[O:7])[CH2:5][CH2:6][O:1][CH2:2]2)=[O:28])[CH:23]=[CH:24][CH:25]=1. The catalyst is C1(C)C=CC=CC=1.O. The reactants are [O:1]1[CH2:6][CH2:5][C:4](=[O:7])[CH2:3][CH2:2]1.[Li+].C[Si]([N-][Si](C)(C)C)(C)C.[CH3:18][O:19][C:20]1[CH:21]=[C:22]([CH2:26][C:27](Cl)=[O:28])[CH:23]=[CH:24][CH:25]=1.C(O)(=O)C. The yield is 0.460. (7) The reactants are Br[C:2]1[CH:3]=[C:4]2[O:21][CH2:20][CH2:19][O:18][C:5]2=[C:6]2[C:10]=1[N:9]([CH2:11][CH2:12][CH3:13])[CH:8]=[C:7]2[CH2:14][C:15]([OH:17])=[O:16].CC([O-])=O.[Na+]. The catalyst is C(OCC)(=O)C.[Pd]. The product is [CH2:11]([N:9]1[C:10]2[C:6](=[C:5]3[O:18][CH2:19][CH2:20][O:21][C:4]3=[CH:3][CH:2]=2)[C:7]([CH2:14][C:15]([OH:17])=[O:16])=[CH:8]1)[CH2:12][CH3:13]. The yield is 0.970. (8) The reactants are C(O[C:4](=[O:20])[C:5](=[CH:11][NH:12][C:13]1[CH2:18][CH2:17][CH2:16][C:15](=[O:19])[CH:14]=1)[C:6]([O:8][CH2:9][CH3:10])=[O:7])C.C1(OC2C=CC=CC=2)C=CC=CC=1. The catalyst is CCCCCC. The product is [CH2:9]([O:8][C:6]([C:5]1[C:4](=[O:20])[C:14]2[C:15](=[O:19])[CH2:16][CH2:17][CH2:18][C:13]=2[NH:12][CH:11]=1)=[O:7])[CH3:10]. The yield is 0.720. (9) The reactants are Br[C:2]1[CH:3]=[CH:4][C:5]2[O:11][CH2:10][CH2:9][N:8]3[CH:12]=[C:13]([C:15]4[N:19]([C:20]5[CH:25]=[CH:24][CH:23]=[CH:22][C:21]=5[Cl:26])[N:18]=[CH:17][N:16]=4)[N:14]=[C:7]3[C:6]=2[CH:27]=1.[N:28]1[CH:33]=[C:32](B(O)O)[CH:31]=[N:30][CH:29]=1.C([O-])([O-])=O.[Cs+].[Cs+].O. The catalyst is O1CCOCC1.C1C=CC(P(C2C=CC=CC=2)[C-]2C=CC=C2)=CC=1.C1C=CC(P(C2C=CC=CC=2)[C-]2C=CC=C2)=CC=1.Cl[Pd]Cl.[Fe+2]. The product is [Cl:26][C:21]1[CH:22]=[CH:23][CH:24]=[CH:25][C:20]=1[N:19]1[C:15]([C:13]2[N:14]=[C:7]3[C:6]4[CH:27]=[C:2]([C:32]5[CH:33]=[N:28][CH:29]=[N:30][CH:31]=5)[CH:3]=[CH:4][C:5]=4[O:11][CH2:10][CH2:9][N:8]3[CH:12]=2)=[N:16][CH:17]=[N:18]1. The yield is 0.642. (10) The reactants are C([O:4][C:5]1[CH:6]=[C:7]2[C:12](=[CH:13][CH:14]=1)[N:11]=[CH:10][C:9]([Br:15])=[CH:8]2)(=O)C.C([O-])([O-])=O.[K+].[K+]. The catalyst is CO.O. The product is [Br:15][C:9]1[CH:10]=[N:11][C:12]2[C:7]([CH:8]=1)=[CH:6][C:5]([OH:4])=[CH:14][CH:13]=2. The yield is 0.860.